Predict the reaction yield, written as a fraction of the theoretical maximum amount of product (1.0 means a 100% yield; for example, 0.34 means a 34% yield). From a dataset of Reaction yield outcomes from USPTO patents with 853,638 reactions. (1) The reactants are [CH3:1][C:2]1[N:6]2[C:7](=[O:23])[N:8]([CH:10]3[CH2:15][CH2:14][N:13]([C:16]([O:18]C(C)(C)C)=O)[CH2:12][CH2:11]3)[CH2:9][C:5]2=[C:4]([CH3:24])[N:3]=1.C(=O)([O-])O.[Na+].[Cl:30][C:31]1[CH:32]=[C:33]2[C:38](=[CH:39][CH:40]=1)[CH:37]=[C:36]([S:41]([CH2:44][CH2:45]C(Cl)=O)(=[O:43])=[O:42])[CH:35]=[CH:34]2. The catalyst is Cl.C(Cl)(Cl)Cl. The product is [Cl:30][C:31]1[CH:32]=[C:33]2[C:38](=[CH:39][CH:40]=1)[CH:37]=[C:36]([S:41]([CH2:44][CH2:45][C:16]([N:13]1[CH2:14][CH2:15][CH:10]([N:8]3[CH2:9][C:5]4=[C:4]([CH3:24])[N:3]=[C:2]([CH3:1])[N:6]4[C:7]3=[O:23])[CH2:11][CH2:12]1)=[O:18])(=[O:43])=[O:42])[CH:35]=[CH:34]2. The yield is 0.500. (2) The reactants are [C:1]([CH2:3][C:4]([NH2:6])=[O:5])#[N:2].[C:7]([CH2:10][C:11](=O)[CH3:12])(=O)[CH3:8].C([O-])([O-])=O.[K+].[K+]. The catalyst is O. The product is [CH3:12][C:11]1[CH:10]=[C:7]([CH3:8])[NH:6][C:4](=[O:5])[C:3]=1[C:1]#[N:2]. The yield is 0.910. (3) The yield is 0.960. The catalyst is C(Cl)Cl.O1CCOCC1. The reactants are O[C@@H]1C2N=CN=C(N3CCN(C(OC(C)(C)C)=O)CC3)C=2[C@H](C)C1.CCN(S(F)(F)F)CC.[F:34][C@H:35]1[C:39]2[N:40]=[CH:41][N:42]=[C:43]([N:44]3[CH2:49][CH2:48][N:47](C(OC(C)(C)C)=O)[CH2:46][CH2:45]3)[C:38]=2[C@H:37]([CH3:57])[CH2:36]1.[ClH:58]. The product is [ClH:58].[ClH:58].[F:34][C@H:35]1[C:39]2[N:40]=[CH:41][N:42]=[C:43]([N:44]3[CH2:45][CH2:46][NH:47][CH2:48][CH2:49]3)[C:38]=2[C@H:37]([CH3:57])[CH2:36]1. (4) The reactants are [Br:1][C:2]1[CH:3]=[C:4]([C:8]2[O:12][N:11]=[C:10]3[CH:13]=[CH:14][C:15]([C:17]4[CH:22]=[CH:21][N:20]=[C:19]([NH2:23])[N:18]=4)=[CH:16][C:9]=23)[CH:5]=[CH:6][CH:7]=1.Cl[C:25]([O:27][CH2:28][CH3:29])=[O:26].C(N(C(C)C)CC)(C)C. The catalyst is O1CCOCC1.CS(C)=O. The product is [CH2:28]([O:27][C:25](=[O:26])[NH:23][C:19]1[N:18]=[C:17]([C:15]2[CH:14]=[CH:13][C:10]3=[N:11][O:12][C:8]([C:4]4[CH:5]=[CH:6][CH:7]=[C:2]([Br:1])[CH:3]=4)=[C:9]3[CH:16]=2)[CH:22]=[CH:21][N:20]=1)[CH3:29]. The yield is 0.320. (5) The reactants are [NH2:1][C:2]1[CH:7]=[C:6]([O:8][C:9]2[CH:10]=[CH:11][C:12]3[O:16][C@@H:15]4[C@@H:17]([C:18](O)=[O:19])[C@@H:14]4[C:13]=3[CH:21]=2)[CH:5]=[CH:4][N:3]=1.CCN(CC)CC.C1C=CC(P([N:43]=[N+:44]=[N-:45])(C2C=CC=CC=2)=O)=CC=1. The catalyst is CN(C=O)C.CC(=O)OCC. The product is [NH2:1][C:2]1[CH:7]=[C:6]([O:8][C:9]2[CH:10]=[CH:11][C:12]3[O:16][C@@H:15]4[C@@H:17]([C:18]([N:43]=[N+:44]=[N-:45])=[O:19])[C@@H:14]4[C:13]=3[CH:21]=2)[CH:5]=[CH:4][N:3]=1. The yield is 0.930. (6) The reactants are [C:1]([N:4]1[CH:9]([CH3:10])[CH2:8][N:7]([C:11]2[CH:16]=[C:15]([N:17]3[CH:21]=[N:20][C:19]([NH:22][C:23]4[CH:31]=[CH:30][C:26](C(O)=O)=[CH:25][CH:24]=4)=[N:18]3)[CH:14]=[CH:13][N:12]=2)[CH2:6][CH:5]1[CH3:32])(=[O:3])[CH3:2].CC[N:35](C(C)C)C(C)C.C1C=CC(P(N=[N+]=[N-])(C2C=CC=CC=2)=O)=CC=1.C(O)(C(F)(F)F)=O.Cl. The catalyst is CN1C(=O)CCC1.CO. The product is [NH2:35][C:26]1[CH:30]=[CH:31][C:23]([NH:22][C:19]2[N:20]=[CH:21][N:17]([C:15]3[CH:14]=[CH:13][N:12]=[C:11]([N:7]4[CH2:6][CH:5]([CH3:32])[N:4]([C:1](=[O:3])[CH3:2])[CH:9]([CH3:10])[CH2:8]4)[CH:16]=3)[N:18]=2)=[CH:24][CH:25]=1. The yield is 0.336. (7) The product is [CH3:2][O:3][C:4]([C@H:6]1[CH2:10][CH2:9][CH2:8][C@H:7]1[NH:11][CH2:30][C:29]1[CH:32]=[CH:33][C:26]([F:25])=[CH:27][CH:28]=1)=[O:5]. The reactants are Cl.[CH3:2][O:3][C:4]([C@H:6]1[CH2:10][CH2:9][CH2:8][C@H:7]1[NH2:11])=[O:5].S([O-])([O-])(=O)=O.[Mg+2].C(N(CC)CC)C.[F:25][C:26]1[CH:33]=[CH:32][C:29]([CH:30]=O)=[CH:28][CH:27]=1.[BH4-].[Na+].C(=O)(O)[O-].[Na+]. The yield is 0.790. The catalyst is O1CCCC1. (8) The catalyst is C(#N)C.O.S([O-])([O-])(=O)=O.[Cu+2]. The reactants are N[C:2]1[CH:7]=[CH:6][CH:5]=[CH:4][CH:3]=1.N(OC(C)(C)C)=O.C[Si]([N:19]=[N+:20]=[N-:21])(C)C.[CH2:22]([NH:24][C:25]([NH:27][C:28]1[S:29][C:30]2[C:36]([C:37]#[CH:38])=[CH:35][C:34]([C:39]3[CH:40]=[N:41][C:42]([N:45]4[CH2:50][CH2:49][C:48]([CH3:56])([C:51]([O:53][CH2:54][CH3:55])=[O:52])[CH2:47][CH2:46]4)=[N:43][CH:44]=3)=[CH:33][C:31]=2[N:32]=1)=[O:26])[CH3:23].O=C1O[C@H]([C@H](CO)O)C([O-])=C1O.[Na+]. The product is [CH2:22]([NH:24][C:25]([NH:27][C:28]1[S:29][C:30]2[C:36]([C:37]3[N:19]=[N:20][N:21]([C:2]4[CH:7]=[CH:6][CH:5]=[CH:4][CH:3]=4)[CH:38]=3)=[CH:35][C:34]([C:39]3[CH:44]=[N:43][C:42]([N:45]4[CH2:46][CH2:47][C:48]([CH3:56])([C:51]([O:53][CH2:54][CH3:55])=[O:52])[CH2:49][CH2:50]4)=[N:41][CH:40]=3)=[CH:33][C:31]=2[N:32]=1)=[O:26])[CH3:23]. The yield is 0.226.